This data is from Full USPTO retrosynthesis dataset with 1.9M reactions from patents (1976-2016). The task is: Predict the reactants needed to synthesize the given product. (1) Given the product [CH2:1]([N:8]1[C:16]2[C:11](=[N:12][C:13]([Cl:17])=[CH:14][CH:15]=2)[CH:10]=[C:9]1[C:24]1[CH:29]=[CH:28][CH:27]=[CH:26][N:25]=1)[C:2]1[CH:7]=[CH:6][CH:5]=[CH:4][CH:3]=1, predict the reactants needed to synthesize it. The reactants are: [CH2:1]([N:8]1[C:16]2[C:11](=[N:12][C:13]([Cl:17])=[CH:14][CH:15]=2)[CH:10]=[C:9]1Br)[C:2]1[CH:7]=[CH:6][CH:5]=[CH:4][CH:3]=1.C([Sn](CCCC)(CCCC)[C:24]1[CH:29]=[CH:28][CH:27]=[CH:26][N:25]=1)CCC. (2) Given the product [CH3:31][CH:30]([CH3:32])[CH2:29][C:28]([N:17]1[CH2:18][CH2:19][CH2:20][C@H:15]([CH2:14][O:13][C:9]2[CH:10]=[CH:11][CH:12]=[C:5]([N+:2]([O-:4])=[O:3])[C:6]=2[C:7]#[N:8])[CH2:16]1)=[O:33], predict the reactants needed to synthesize it. The reactants are: Cl.[N+:2]([C:5]1[CH:12]=[CH:11][CH:10]=[C:9]([O:13][CH2:14][C@H:15]2[CH2:20][CH2:19][CH2:18][NH:17][CH2:16]2)[C:6]=1[C:7]#[N:8])([O-:4])=[O:3].C(N(CC)CC)C.[C:28](Cl)(=[O:33])[CH2:29][CH:30]([CH3:32])[CH3:31].